From a dataset of Reaction yield outcomes from USPTO patents with 853,638 reactions. Predict the reaction yield, written as a fraction of the theoretical maximum amount of product (1.0 means a 100% yield; for example, 0.34 means a 34% yield). The reactants are [C:1]([N:4]1[C:13]2[C:8](=[CH:9][C:10]([C:14]#[N:15])=[CH:11][CH:12]=2)[C@H:7]([NH:16][C:17]2[CH:22]=[CH:21][CH:20]=[C:19]([CH2:23][O:24][Si](C(C)(C)C)(C)C)[CH:18]=2)[C@@H:6]([CH3:32])[C@@H:5]1[CH:33]1[CH2:35][CH2:34]1)(=[O:3])[CH3:2].CCCC[N+](CCCC)(CCCC)CCCC.[F-]. The catalyst is O1CCCC1. The product is [C:1]([N:4]1[C:13]2[C:8](=[CH:9][C:10]([C:14]#[N:15])=[CH:11][CH:12]=2)[C@H:7]([NH:16][C:17]2[CH:22]=[CH:21][CH:20]=[C:19]([CH2:23][OH:24])[CH:18]=2)[C@@H:6]([CH3:32])[C@@H:5]1[CH:33]1[CH2:35][CH2:34]1)(=[O:3])[CH3:2]. The yield is 0.500.